Dataset: Forward reaction prediction with 1.9M reactions from USPTO patents (1976-2016). Task: Predict the product of the given reaction. (1) The product is: [C:6]1(=[O:7])[O:8][CH2:1][CH2:2][CH2:11][CH2:10][CH2:5]1.[CH2:1]1[O:8][C:6](=[O:7])[CH2:5][O:4][C:2]1=[O:3]. Given the reactants [CH2:1]1[O:8][C:6](=[O:7])[CH2:5][O:4][C:2]1=[O:3].N(CCO)(CCO)[CH2:10][CH2:11]O, predict the reaction product. (2) Given the reactants [Li][CH2:2][CH2:3]CC.[C:6]([O:11][CH2:12][CH3:13])(=[O:10])[CH:7]([CH3:9])[CH3:8].[CH2:14](Br)C#C, predict the reaction product. The product is: [CH3:8][C:7]([CH3:14])([CH2:9][C:2]#[CH:3])[C:6]([O:11][CH2:12][CH3:13])=[O:10]. (3) Given the reactants [CH3:1][C:2]1[S:3][CH:4]=[CH:5][C:6]=1[N:7]1[C:11](=[O:12])[NH:10][N:9]=[N:8]1.[C:13](=O)([O-])[O-].[K+].[K+].S(OC)(OC)(=O)=O.C(=O)(O)[O-].[Na+], predict the reaction product. The product is: [CH3:1][C:2]1[S:3][CH:4]=[CH:5][C:6]=1[N:7]1[C:11](=[O:12])[N:10]([CH3:13])[N:9]=[N:8]1. (4) Given the reactants C1(C2C(OCC3(C(F)(F)F)CCCCC3)=CC(F)=C(C=2)C(O)=O)CC1.[CH:26]1([C:29]2[C:30]([O:39][CH2:40][CH:41]3[CH2:46][CH2:45][C:44]([F:48])([F:47])[CH2:43][CH2:42]3)=[CH:31][C:32]([F:38])=[C:33]([CH:37]=2)[C:34](O)=[O:35])[CH2:28][CH2:27]1.CS(N)(=O)=O.[CH:54]1([S:57]([NH2:60])(=[O:59])=[O:58])[CH2:56][CH2:55]1, predict the reaction product. The product is: [CH:26]1([C:29]2[C:30]([O:39][CH2:40][CH:41]3[CH2:46][CH2:45][C:44]([F:47])([F:48])[CH2:43][CH2:42]3)=[CH:31][C:32]([F:38])=[C:33]([CH:37]=2)[C:34]([NH:60][S:57]([CH:54]2[CH2:56][CH2:55]2)(=[O:59])=[O:58])=[O:35])[CH2:27][CH2:28]1. (5) The product is: [Cl:1][C:2]1[CH:7]=[CH:6][C:5]([C:8]2[N:9]=[C:10]([CH:13]3[O:18][CH2:17][CH2:16][NH:15][CH2:14]3)[NH:11][CH:12]=2)=[CH:4][CH:3]=1. Given the reactants [Cl:1][C:2]1[CH:7]=[CH:6][C:5]([C:8]2[N:9]=[C:10]([CH:13]3[O:18][CH2:17][CH2:16][N:15](CC4C=CC=CC=4)[CH2:14]3)[NH:11][CH:12]=2)=[CH:4][CH:3]=1.Cl, predict the reaction product. (6) Given the reactants [O-]P([O-])([O-])=O.[K+].[K+].[K+].Br[C:10]1[CH:15]=[CH:14][C:13]([CH3:16])=[CH:12][C:11]=1[CH3:17].[CH3:18][C:19](=[O:23])[O:20][CH2:21]C, predict the reaction product. The product is: [CH3:21][O:20][C:19](=[O:23])[CH:18]([C:10]1[CH:15]=[CH:14][C:13]([CH3:16])=[CH:12][C:11]=1[CH3:17])[C:19]([O:20][CH3:21])=[O:23].